Dataset: Catalyst prediction with 721,799 reactions and 888 catalyst types from USPTO. Task: Predict which catalyst facilitates the given reaction. (1) Reactant: [Cl-].[CH3:2][O:3][C:4]1[CH:9]=[CH:8][C:7]([S+:10]2[C:14]3[CH:15]=[CH:16][CH:17]=[CH:18][C:13]=3[C:12]3[CH:19]=[CH:20][CH:21]=[CH:22][C:11]2=3)=[CH:6][C:5]=1[CH:23]([CH2:42][C:43]([O:45][C:46]1([CH3:56])[CH:53]2[CH2:54][CH:49]3[CH2:50][CH:51]([CH2:55][CH:47]1[CH2:48]3)[CH2:52]2)=[O:44])[C:24]([O:26][CH2:27][C:28]([O:30][C:31]1([CH3:41])[CH:38]2[CH2:39][CH:34]3[CH2:35][CH:36]([CH2:40][CH:32]1[CH2:33]3)[CH2:37]2)=[O:29])=[O:25].[F:57][C:58]([F:70])([S:66]([O-:69])(=[O:68])=[O:67])[CH2:59][O:60][C:61](=[O:65])[C:62]([CH3:64])=[CH2:63].C[N+](C)(C)CC1C=CC=CC=1.O. Product: [F:70][C:58]([F:57])([S:66]([O-:69])(=[O:68])=[O:67])[CH2:59][O:60][C:61](=[O:65])[C:62]([CH3:64])=[CH2:63].[CH3:2][O:3][C:4]1[CH:9]=[CH:8][C:7]([S+:10]2[C:11]3[CH:22]=[CH:21][CH:20]=[CH:19][C:12]=3[C:13]3[CH:18]=[CH:17][CH:16]=[CH:15][C:14]2=3)=[CH:6][C:5]=1[CH:23]([CH2:42][C:43]([O:45][C:46]1([CH3:56])[CH:47]2[CH2:55][CH:51]3[CH2:50][CH:49]([CH2:54][CH:53]1[CH2:52]3)[CH2:48]2)=[O:44])[C:24]([O:26][CH2:27][C:28]([O:30][C:31]1([CH3:41])[CH:38]2[CH2:39][CH:34]3[CH2:35][CH:36]([CH2:40][CH:32]1[CH2:33]3)[CH2:37]2)=[O:29])=[O:25]. The catalyst class is: 2. (2) Reactant: Cl[C:2]1[N:7]=[C:6]([C:8]2[N:12]3[CH:13]=[CH:14][CH:15]=[CH:16][C:11]3=[N:10][C:9]=2[C:17]2[CH:18]=[CH:19][C:20]([O:34][CH3:35])=[C:21]([CH:33]=2)[C:22]([NH:24][C:25]2[C:30]([F:31])=[CH:29][CH:28]=[CH:27][C:26]=2[F:32])=[O:23])[CH:5]=[CH:4][N:3]=1.[F:36][C:37]1[C:38]([CH2:46][CH2:47][N:48]2[CH2:53][CH2:52][CH2:51][CH2:50][CH2:49]2)=[CH:39][C:40]([O:44][CH3:45])=[C:41]([CH:43]=1)[NH2:42].C1(C)C=CC(S(O)(=O)=O)=CC=1.CC(O)C. Product: [F:32][C:26]1[CH:27]=[CH:28][CH:29]=[C:30]([F:31])[C:25]=1[NH:24][C:22](=[O:23])[C:21]1[CH:33]=[C:17]([C:9]2[N:10]=[C:11]3[CH:16]=[CH:15][CH:14]=[CH:13][N:12]3[C:8]=2[C:6]2[CH:5]=[CH:4][N:3]=[C:2]([NH:42][C:41]3[CH:43]=[C:37]([F:36])[C:38]([CH2:46][CH2:47][N:48]4[CH2:49][CH2:50][CH2:51][CH2:52][CH2:53]4)=[CH:39][C:40]=3[O:44][CH3:45])[N:7]=2)[CH:18]=[CH:19][C:20]=1[O:34][CH3:35]. The catalyst class is: 2. (3) Reactant: [F:1][CH:2]1[CH2:6][CH2:5][CH2:4][CH:3]1[C:7]([O:9]CC)=[O:8].[OH-].[Li+].O.Cl. Product: [F:1][CH:2]1[CH2:6][CH2:5][CH2:4][CH:3]1[C:7]([OH:9])=[O:8]. The catalyst class is: 5. (4) Reactant: [C:1]1([O:7][CH2:8][CH3:9])[CH:6]=[CH:5][CH:4]=[CH:3][CH:2]=1.[C:10]1(=[O:16])[O:15][C:13](=[O:14])[CH2:12][CH2:11]1.[Cl-].[Al+3].[Cl-].[Cl-].Cl. Product: [CH2:8]([O:7][C:1]1[CH:6]=[CH:5][C:4]([C:10](=[O:16])[CH2:11][CH2:12][C:13]([OH:15])=[O:14])=[CH:3][CH:2]=1)[CH3:9]. The catalyst class is: 4. (5) Reactant: [Cl:1][C:2]1[CH:7]=[C:6]([N+:8]([O-:10])=[O:9])[C:5]([O:11][CH3:12])=[CH:4][C:3]=1[CH2:13][CH2:14]O.C1(P(C2C=CC=CC=2)C2C=CC=CC=2)C=CC=CC=1.C(Br)(Br)(Br)[Br:36]. Product: [Br:36][CH2:14][CH2:13][C:3]1[CH:4]=[C:5]([O:11][CH3:12])[C:6]([N+:8]([O-:10])=[O:9])=[CH:7][C:2]=1[Cl:1]. The catalyst class is: 2. (6) Reactant: [CH2:1]([C:3]1[O:7][C:6]([C:8]([O:10][CH3:11])=[O:9])=[CH:5][CH:4]=1)[CH3:2].[Cl-].[Cl-].[Cl-].[Al+3].[Br:16]Br. Product: [Br:16][C:4]1[CH:5]=[C:6]([C:8]([O:10][CH3:11])=[O:9])[O:7][C:3]=1[CH2:1][CH3:2]. The catalyst class is: 22. (7) Reactant: [Cl:1][C:2]1[CH:3]=[C:4]2[CH:10]=[CH:9][NH:8][C:5]2=[N:6][CH:7]=1.C1N2CN3CN(C2)CN1C3.C[C:22](O)=[O:23]. Product: [Cl:1][C:2]1[CH:3]=[C:4]2[C:10]([CH:22]=[O:23])=[CH:9][NH:8][C:5]2=[N:6][CH:7]=1. The catalyst class is: 6. (8) Reactant: [C:12]([O:11][C:9](O[C:9]([O:11][C:12]([CH3:15])([CH3:14])[CH3:13])=[O:10])=[O:10])([CH3:15])([CH3:14])[CH3:13].Br.[Br:17][CH2:18][CH2:19][NH2:20].CN1CCOCC1. Product: [CH3:15][C:12]([CH3:13])([O:11][C:9]([NH:20][CH2:19][CH2:18][Br:17])=[O:10])[CH3:14]. The catalyst class is: 13. (9) The catalyst class is: 2. Product: [F:24][C:25]1[CH:30]=[CH:29][C:28]([NH:31][C:32]([N:12]2[CH2:13][CH2:14][CH:9]([C:7](=[O:8])[C:6]3[CH:5]=[CH:4][C:3]([F:2])=[CH:16][CH:15]=3)[CH2:10][CH2:11]2)=[O:33])=[CH:27][CH:26]=1. Reactant: Cl.[F:2][C:3]1[CH:16]=[CH:15][C:6]([C:7]([CH:9]2[CH2:14][CH2:13][NH:12][CH2:11][CH2:10]2)=[O:8])=[CH:5][CH:4]=1.C(N(CC)CC)C.[F:24][C:25]1[CH:30]=[CH:29][C:28]([N:31]=[C:32]=[O:33])=[CH:27][CH:26]=1.